Dataset: Full USPTO retrosynthesis dataset with 1.9M reactions from patents (1976-2016). Task: Predict the reactants needed to synthesize the given product. (1) Given the product [CH3:8][CH:9]1[CH2:14][CH2:13][NH:12][CH2:11][CH:10]1[C:15]([O:17][CH3:18])=[O:16], predict the reactants needed to synthesize it. The reactants are: C(=O)([O-])[O-].[K+].[K+].Cl.[CH3:8][CH:9]1[CH2:14][CH2:13][NH:12][CH2:11][CH:10]1[C:15]([O:17][CH3:18])=[O:16]. (2) The reactants are: [NH2:1][C:2]1[CH:7]=[CH:6][C:5]([CH2:8][N:9]([CH2:18][CH2:19][N:20]2[CH2:28][CH2:27][N:26]([CH2:29][C:30](=[O:36])[O:31]C(C)(C)C)[CH2:25][CH2:24][N:23]([CH2:37][C:38]([O:40]C(C)(C)C)=[O:39])[CH2:22][CH2:21]2)[CH2:10][C:11]([O:13]C(C)(C)C)=[O:12])=[CH:4][CH:3]=1.Cl.O1CCOCC1. Given the product [NH2:1][C:2]1[CH:3]=[CH:4][C:5]([CH2:8][N:9]([CH2:18][CH2:19][N:20]2[CH2:21][CH2:22][N:23]([CH2:37][C:38]([OH:40])=[O:39])[CH2:24][CH2:25][N:26]([CH2:29][C:30]([OH:36])=[O:31])[CH2:27][CH2:28]2)[CH2:10][C:11]([OH:13])=[O:12])=[CH:6][CH:7]=1, predict the reactants needed to synthesize it. (3) Given the product [CH:16]1([NH:15][S:12]([C:9]2[C:10]3[CH:11]=[C:2]([C:31]4[CH:30]=[N:29][CH:34]=[CH:33][CH:32]=4)[C:3](=[O:28])[NH:4][C:5]=3[CH:6]=[C:7]([C:21]3[C:22]([CH3:27])=[N:23][O:24][C:25]=3[CH3:26])[CH:8]=2)(=[O:14])=[O:13])[CH2:20][CH2:19][CH2:18][CH2:17]1, predict the reactants needed to synthesize it. The reactants are: Br[C:2]1[C:3](=[O:28])[NH:4][C:5]2[CH:6]=[C:7]([C:21]3[C:22]([CH3:27])=[N:23][O:24][C:25]=3[CH3:26])[CH:8]=[C:9]([S:12]([NH:15][CH:16]3[CH2:20][CH2:19][CH2:18][CH2:17]3)(=[O:14])=[O:13])[C:10]=2[CH:11]=1.[N:29]1[CH:34]=[CH:33][CH:32]=[C:31](B(O)O)[CH:30]=1.C(=O)([O-])[O-].[Cs+].[Cs+].C(COC)OC.